This data is from Forward reaction prediction with 1.9M reactions from USPTO patents (1976-2016). The task is: Predict the product of the given reaction. (1) Given the reactants [Cl:1][C:2]1[C:10]([OH:11])=[C:9]2[C:5]([C:6]3[CH:15]=[C:14]([CH3:16])[CH:13]=[N:12][C:7]=3[NH:8]2)=[C:4]([C:17]2[CH:22]=[CH:21][CH:20]=[C:19]([S:23]([CH2:26][CH3:27])(=[O:25])=[O:24])[CH:18]=2)[CH:3]=1.Br[CH2:29][CH2:30][CH2:31][OH:32].C(S(C1C=C(C2C=CC(OCCCN(C)C)=C3C=2C2C=C(C)C=NC=2N3)C=CC=1)(=O)=O)C, predict the reaction product. The product is: [Cl:1][C:2]1[C:10]([O:11][CH2:29][CH2:30][CH2:31][OH:32])=[C:9]2[C:5]([C:6]3[CH:15]=[C:14]([CH3:16])[CH:13]=[N:12][C:7]=3[NH:8]2)=[C:4]([C:17]2[CH:22]=[CH:21][CH:20]=[C:19]([S:23]([CH2:26][CH3:27])(=[O:24])=[O:25])[CH:18]=2)[CH:3]=1. (2) Given the reactants [CH3:1][C@H:2]1[CH2:7][NH:6][CH2:5][CH2:4][NH:3]1.Cl[C:9]1[CH:10]=[CH:11][C:12]([N+:31]([O-:33])=[O:32])=[C:13]([CH:30]=1)[C:14]([NH:16][C:17]1[CH:22]=[C:21]([C:23]([NH:25][CH:26]2[CH2:28][CH2:27]2)=[O:24])[CH:20]=[CH:19][C:18]=1[CH3:29])=[O:15], predict the reaction product. The product is: [CH:26]1([NH:25][C:23]([C:21]2[CH:20]=[CH:19][C:18]([CH3:29])=[C:17]([NH:16][C:14](=[O:15])[C:13]3[CH:30]=[C:9]([N:6]4[CH2:5][CH2:4][NH:3][C@@H:2]([CH3:1])[CH2:7]4)[CH:10]=[CH:11][C:12]=3[N+:31]([O-:33])=[O:32])[CH:22]=2)=[O:24])[CH2:28][CH2:27]1. (3) Given the reactants CCCC[N+](CCCC)(CCCC)CCCC.[F-].C([SiH2][O:24][C:25](C)(C)[C:26]1[CH:27]=[C:28]([CH2:33][CH2:34][NH:35][C:36](=[O:42])[CH2:37][C:38]([F:41])([F:40])[F:39])[CH:29]=[CH:30][C:31]=1[Cl:32])(C)(C)C.[NH4+].[Cl-], predict the reaction product. The product is: [Cl:32][C:31]1[CH:30]=[CH:29][C:28]([CH2:33][CH2:34][NH:35][C:36](=[O:42])[CH2:37][C:38]([F:41])([F:40])[F:39])=[CH:27][C:26]=1[CH2:25][OH:24]. (4) Given the reactants [NH2:1][C:2]1[N:7]=[C:6]([CH3:8])[CH:5]=[C:4]([CH3:9])[N:3]=1.[N+:10]([CH2:12][CH2:13][CH2:14][CH2:15][CH2:16][CH2:17][N+:18]#[C-:19])#[C-:11].[N:20]1[CH:25]=[CH:24][CH:23]=[CH:22][C:21]=1[CH:26]=O, predict the reaction product. The product is: [CH3:8][C:6]1[N:7]2[C:11]([NH:10][CH2:12][CH2:13][CH2:14][CH2:15][CH2:16][CH2:17][N+:18]#[C-:19])=[C:26]([C:21]3[CH:22]=[CH:23][CH:24]=[CH:25][N:20]=3)[N:1]=[C:2]2[N:3]=[C:4]([CH3:9])[CH:5]=1. (5) The product is: [NH2:59][C:60]1[CH:65]=[CH:64][CH:63]=[CH:62][C:61]=1[C:66]1[CH:71]=[CH:70][C:69]([C:72]([N:12]2[CH2:11][CH2:10][C:9]([CH2:15][N:16]3[C:21](=[O:22])[C:20]4=[CH:23][CH:24]=[CH:25][N:19]4[N:18]=[CH:17]3)([OH:8])[CH2:14][CH2:13]2)=[O:73])=[CH:68][CH:67]=1. Given the reactants FC(F)(F)C(O)=O.[OH:8][C:9]1([CH2:15][N:16]2[C:21](=[O:22])[C:20]3=[CH:23][CH:24]=[CH:25][N:19]3[N:18]=[CH:17]2)[CH2:14][CH2:13][NH:12][CH2:11][CH2:10]1.CN(C(ON1N=NC2C=CC=NC1=2)=[N+](C)C)C.F[P-](F)(F)(F)(F)F.CCN(C(C)C)C(C)C.[NH2:59][C:60]1[CH:65]=[CH:64][CH:63]=[CH:62][C:61]=1[C:66]1[CH:71]=[CH:70][C:69]([C:72](O)=[O:73])=[CH:68][CH:67]=1, predict the reaction product. (6) Given the reactants [C:1]([N:4]1[CH2:9][CH2:8][CH:7]([CH2:10][C:11]([NH:13][C:14]2[CH:19]=[CH:18][C:17](Br)=[CH:16][N:15]=2)=[O:12])[CH2:6][CH2:5]1)(=[O:3])[CH3:2].[F:21][C:22]1[CH:23]=[C:24](B(O)O)[CH:25]=[C:26]([F:28])[CH:27]=1.C(=O)([O-])[O-].[K+].[K+], predict the reaction product. The product is: [C:1]([N:4]1[CH2:9][CH2:8][CH:7]([CH2:10][C:11]([NH:13][C:14]2[CH:19]=[CH:18][C:17]([C:24]3[CH:23]=[C:22]([F:21])[CH:27]=[C:26]([F:28])[CH:25]=3)=[CH:16][N:15]=2)=[O:12])[CH2:6][CH2:5]1)(=[O:3])[CH3:2]. (7) Given the reactants [N+:1]([CH2:4][C:5]1([CH2:9][C:10]([O:12]C)=O)[CH2:8][CH2:7][CH2:6]1)([O-])=O.[H][H], predict the reaction product. The product is: [CH2:8]1[C:5]2([CH2:9][C:10](=[O:12])[NH:1][CH2:4]2)[CH2:6][CH2:7]1. (8) Given the reactants [Cl:1][C:2]1[C:3]([NH:15][C:16]2[CH:21]=[CH:20][C:19]([Cl:22])=[CH:18][CH:17]=2)=[N:4][CH:5]=[C:6]([C:8]2[NH:9][CH:10]=[C:11]([CH2:13][CH3:14])[N:12]=2)[CH:7]=1.[H-].[Na+].I[CH2:26][CH2:27][CH3:28], predict the reaction product. The product is: [Cl:1][C:2]1[C:3]([NH:15][C:16]2[CH:21]=[CH:20][C:19]([Cl:22])=[CH:18][CH:17]=2)=[N:4][CH:5]=[C:6]([C:8]2[N:9]([CH2:26][CH2:27][CH3:28])[CH:10]=[C:11]([CH2:13][CH3:14])[N:12]=2)[CH:7]=1. (9) Given the reactants [Cl:1][C:2]1[S:6][C:5]([NH:7][S:8]([C:11]2[CH:16]=[CH:15][C:14](F)=[C:13]([C:18]#[N:19])[CH:12]=2)(=[O:10])=[O:9])=[N:4][CH:3]=1.C(=O)([O-])[O-].[K+].[K+].[F:26][C:27]1[CH:32]=[CH:31][C:30]([OH:33])=[C:29]([I:34])[CH:28]=1.Cl, predict the reaction product. The product is: [Cl:1][C:2]1[S:6][C:5]([NH:7][S:8]([C:11]2[CH:16]=[CH:15][C:14]([O:33][C:30]3[CH:31]=[CH:32][C:27]([F:26])=[CH:28][C:29]=3[I:34])=[C:13]([C:18]#[N:19])[CH:12]=2)(=[O:10])=[O:9])=[N:4][CH:3]=1.